This data is from Forward reaction prediction with 1.9M reactions from USPTO patents (1976-2016). The task is: Predict the product of the given reaction. (1) Given the reactants Br[C:2]1[C:3](=[O:20])[N:4]([C:14]2[CH:19]=[CH:18][CH:17]=[CH:16][CH:15]=2)[CH:5]=[C:6]([C:8]2[CH:13]=[CH:12][CH:11]=[CH:10][N:9]=2)[CH:7]=1.[C:21]12([NH2:31])[CH2:30][CH:25]3[CH2:26][CH:27]([CH2:29][CH:23]([CH2:24]3)[CH2:22]1)[CH2:28]2.[H-].[Na+].[Cl-].[NH4+], predict the reaction product. The product is: [C:21]12([NH:31][C:2]3[C:3](=[O:20])[N:4]([C:14]4[CH:19]=[CH:18][CH:17]=[CH:16][CH:15]=4)[CH:5]=[C:6]([C:8]4[CH:13]=[CH:12][CH:11]=[CH:10][N:9]=4)[CH:7]=3)[CH2:28][CH:27]3[CH2:26][CH:25]([CH2:24][CH:23]([CH2:29]3)[CH2:22]1)[CH2:30]2. (2) Given the reactants [Cl:1][C:2]1[CH:3]=[C:4]([CH:6]=[CH:7][CH:8]=1)[NH2:5].[C:9]([O:13][C:14]([NH:16][C@@H:17]([CH2:20][CH2:21][S:22][CH3:23])[CH:18]=O)=[O:15])([CH3:12])([CH3:11])[CH3:10].C(O)(=O)C.C(O[BH-](OC(=O)C)OC(=O)C)(=O)C.[Na+], predict the reaction product. The product is: [C:9]([O:13][C:14]([NH:16][C@@H:17]([CH2:20][CH2:21][S:22][CH3:23])[CH2:18][NH:5][C:4]1[CH:6]=[CH:7][CH:8]=[C:2]([Cl:1])[CH:3]=1)=[O:15])([CH3:10])([CH3:12])[CH3:11]. (3) Given the reactants [CH3:1][O:2][C:3]1[CH:4]=[C:5]([NH:11][C:12]2[C:13]3[N:39]=[CH:38][S:37][C:14]=3[N:15]=[C:16]([N:18]3[CH2:22][CH2:21][CH:20]([NH:23][C:24]([C:26]4[CH:35]=[CH:34][C:29]([C:30]([O:32]C)=[O:31])=[C:28]([OH:36])[CH:27]=4)=[O:25])[CH2:19]3)[N:17]=2)[CH:6]=[CH:7][C:8]=1[O:9][CH3:10].[OH-].[Na+], predict the reaction product. The product is: [CH3:1][O:2][C:3]1[CH:4]=[C:5]([NH:11][C:12]2[C:13]3[N:39]=[CH:38][S:37][C:14]=3[N:15]=[C:16]([N:18]3[CH2:22][CH2:21][CH:20]([NH:23][C:24]([C:26]4[CH:35]=[CH:34][C:29]([C:30]([OH:32])=[O:31])=[C:28]([OH:36])[CH:27]=4)=[O:25])[CH2:19]3)[N:17]=2)[CH:6]=[CH:7][C:8]=1[O:9][CH3:10]. (4) Given the reactants [Cl:1][C:2]1[CH:7]=[C:6]([N+:8]([O-])=O)[CH:5]=[C:4]([Cl:11])[C:3]=1[C:12]1[CH:17]=[CH:16][C:15]([O:18][CH2:19][CH2:20][CH2:21][C:22]#[N:23])=[CH:14][CH:13]=1.[Cl-].[NH4+].O, predict the reaction product. The product is: [NH2:8][C:6]1[CH:5]=[C:4]([Cl:11])[C:3]([C:12]2[CH:13]=[CH:14][C:15]([O:18][CH2:19][CH2:20][CH2:21][C:22]#[N:23])=[CH:16][CH:17]=2)=[C:2]([Cl:1])[CH:7]=1. (5) The product is: [ClH:18].[NH2:12][CH2:11][C@:5]1([CH2:4][C:3]([OH:17])=[O:2])[CH2:9][CH2:8][C@@H:7]([CH3:10])[CH2:6]1. Given the reactants C[O:2][C:3](=[O:17])[CH2:4][C@@:5]1([CH2:11][NH:12]C(OC)=O)[CH2:9][CH2:8][C@@H:7]([CH3:10])[CH2:6]1.[ClH:18], predict the reaction product. (6) Given the reactants CO[C:3](=[O:11])[C:4]1[CH:9]=[CH:8][CH:7]=[N:6][C:5]=1Cl.[N:12]1([CH2:18][CH2:19][CH2:20][NH2:21])[CH2:17][CH2:16][O:15][CH2:14][CH2:13]1.[CH2:22]([NH2:30])[CH2:23][C:24]1[CH:29]=[CH:28][CH:27]=[CH:26][CH:25]=1, predict the reaction product. The product is: [N:12]1([CH2:18][CH2:19][CH2:20][NH:21][C:5]2[N:6]=[CH:7][CH:8]=[CH:9][C:4]=2[C:3]([NH:30][CH2:22][CH2:23][C:24]2[CH:29]=[CH:28][CH:27]=[CH:26][CH:25]=2)=[O:11])[CH2:17][CH2:16][O:15][CH2:14][CH2:13]1.